Task: Predict the reactants needed to synthesize the given product.. Dataset: Full USPTO retrosynthesis dataset with 1.9M reactions from patents (1976-2016) Given the product [CH2:1]([O:7][C:8]1[CH:9]=[CH:10][C:11]([C:12]([O:14][C:24]2[CH:59]=[CH:58][C:27]([CH2:28][N:29]([CH2:50][C:51]([OH:53])=[O:52])[C:30](=[O:49])[C:31]3[CH:32]=[CH:33][C:34]([NH:37][C:38](=[O:48])[CH2:39][C:40]4[CH:45]=[CH:44][C:43]([O:46][CH3:47])=[CH:42][CH:41]=4)=[CH:35][CH:36]=3)=[CH:26][CH:25]=2)=[O:13])=[CH:15][CH:16]=1)[CH2:2][CH2:3][CH2:4][CH2:5][CH3:6], predict the reactants needed to synthesize it. The reactants are: [CH2:1]([O:7][C:8]1[CH:16]=[CH:15][C:11]([C:12]([OH:14])=[O:13])=[CH:10][CH:9]=1)[CH2:2][CH2:3][CH2:4][CH2:5][CH3:6].C(Cl)(=O)C(Cl)=O.O[C:24]1[CH:59]=[CH:58][C:27]([CH2:28][N:29]([CH2:50][C:51]([O:53]C(C)(C)C)=[O:52])[C:30](=[O:49])[C:31]2[CH:36]=[CH:35][C:34]([NH:37][C:38](=[O:48])[CH2:39][C:40]3[CH:45]=[CH:44][C:43]([O:46][CH3:47])=[CH:42][CH:41]=3)=[CH:33][CH:32]=2)=[CH:26][CH:25]=1.C(O)(C(F)(F)F)=O.